From a dataset of Full USPTO retrosynthesis dataset with 1.9M reactions from patents (1976-2016). Predict the reactants needed to synthesize the given product. (1) Given the product [C:1]([C:3]1[CH:8]=[CH:7][C:6]([NH:9][S:10]([NH:13][C:14]2[CH:19]=[CH:18][CH:17]=[CH:16][CH:15]=2)(=[O:12])=[O:11])=[C:5]([OH:20])[CH:4]=1)#[N:2], predict the reactants needed to synthesize it. The reactants are: [C:1]([C:3]1[CH:8]=[CH:7][C:6]([NH:9][S:10]([NH:13][C:14]2[CH:19]=[CH:18][CH:17]=[CH:16][CH:15]=2)(=[O:12])=[O:11])=[C:5]([O:20]C)[CH:4]=1)#[N:2].B(Br)(Br)Br. (2) Given the product [F:23][C:20]1[CH:21]=[CH:22][C:17]([C:15]2[O:14][C:11]3=[N:12][CH:13]=[C:8]([C:26]4[CH:27]=[C:28]([CH:32]=[CH:33][C:25]=4[CH3:24])[C:29]([O:31][CH3:1])=[O:30])[CH:9]=[C:10]3[CH:16]=2)=[CH:18][CH:19]=1, predict the reactants needed to synthesize it. The reactants are: [C:1]([O-])([O-])=O.[Cs+].[Cs+].Br[C:8]1[CH:9]=[C:10]2[CH:16]=[C:15]([C:17]3[CH:22]=[CH:21][C:20]([F:23])=[CH:19][CH:18]=3)[O:14][C:11]2=[N:12][CH:13]=1.[CH3:24][C:25]1[CH:33]=[CH:32][C:28]([C:29]([OH:31])=[O:30])=[CH:27][C:26]=1B1OC(C)(C)C(C)(C)O1.[Si](C=[N+]=[N-])(C)(C)C. (3) Given the product [F:31][C:32]([F:37])([F:36])[C:33]([OH:35])=[O:34].[NH2:7][C@H:8]1[CH2:12][CH2:11][N:10]([C:13]2[C:22]([Cl:23])=[C:21]3[C:16]([C:17](=[O:28])[NH:18][C:19](=[O:27])[N:20]3[CH:24]3[CH2:25][CH2:26]3)=[CH:15][C:14]=2[F:29])[CH2:9]1, predict the reactants needed to synthesize it. The reactants are: C(OC(=O)[NH:7][C@H:8]1[CH2:12][CH2:11][N:10]([C:13]2[C:22]([Cl:23])=[C:21]3[C:16]([C:17](=[O:28])[NH:18][C:19](=[O:27])[N:20]3[CH:24]3[CH2:26][CH2:25]3)=[CH:15][C:14]=2[F:29])[CH2:9]1)(C)(C)C.[F:31][C:32]([F:37])([F:36])[C:33]([OH:35])=[O:34]. (4) Given the product [CH2:1]([O:4][N:5]([C@H:18]1[CH2:23][N:22]([C:24]([O:26][C:27]([CH3:29])([CH3:30])[CH3:28])=[O:25])[C@H:21]([C:31](=[O:33])[NH2:41])[C:20]([CH:34]2[CH2:36][CH2:35]2)=[CH:19]1)[S:6]([C:9]1[CH:14]=[CH:13][CH:12]=[CH:11][C:10]=1[N+:15]([O-:17])=[O:16])(=[O:8])=[O:7])[CH:2]=[CH2:3], predict the reactants needed to synthesize it. The reactants are: [CH2:1]([O:4][N:5]([C@H:18]1[CH2:23][N:22]([C:24]([O:26][C:27]([CH3:30])([CH3:29])[CH3:28])=[O:25])[C@H:21]([C:31]([OH:33])=O)[C:20]([CH:34]2[CH2:36][CH2:35]2)=[CH:19]1)[S:6]([C:9]1[CH:14]=[CH:13][CH:12]=[CH:11][C:10]=1[N+:15]([O-:17])=[O:16])(=[O:8])=[O:7])[CH:2]=[CH2:3].C(O[N:41]([C@H]1CN(C(OC(C)(C)C)=O)[C@H](C(=O)N)C=C1C)S(C1C=CC=CC=1[N+]([O-])=O)(=O)=O)C=C. (5) The reactants are: S(=O)(=O)(O)O.Cl.[CH2:7]1[C:15]2[C:10](=[CH:11][CH:12]=[CH:13][CH:14]=2)[CH2:9][NH:8]1.[N+:16]([O-])([OH:18])=[O:17]. Given the product [N+:16]([C:13]1[CH:14]=[C:15]2[C:10](=[CH:11][CH:12]=1)[CH2:9][NH:8][CH2:7]2)([O-:18])=[O:17], predict the reactants needed to synthesize it. (6) The reactants are: [OH:1][CH2:2][C:3]1[CH:4]=[C:5]([S:9][C:10]2[CH:11]=[N:12][CH:13]=[C:14]([CH:17]=2)[C:15]#[N:16])[CH:6]=[CH:7][CH:8]=1.[CH2:18]([C:20]1[C:21]([OH:30])=[C:22]([C:27](=[O:29])[CH3:28])[CH:23]=[CH:24][C:25]=1O)[CH3:19]. Given the product [C:27]([C:22]1[CH:23]=[CH:24][C:25]([O:1][CH2:2][C:3]2[CH:4]=[C:5]([S:9][C:10]3[CH:11]=[N:12][CH:13]=[C:14]([CH:17]=3)[C:15]#[N:16])[CH:6]=[CH:7][CH:8]=2)=[C:20]([CH2:18][CH3:19])[C:21]=1[OH:30])(=[O:29])[CH3:28], predict the reactants needed to synthesize it. (7) The reactants are: C(C1C=C(C=C(OC)C=1)C([NH:8][C:9]1[C:10]([C:32]([F:35])([F:34])[F:33])=[C:11]2[C:17]([CH:18]3[CH2:23][CH2:22][N:21]([C:24](C4CCCC4)=[O:25])[CH2:20][CH2:19]3)=[CH:16][N:15]([CH3:31])[C:12]2=[N:13][CH:14]=1)=O)#N.[CH3:41][C:42]1([CH3:62])[C:46](C)(C)OB(C2CCN(C([O:43][C:42]([CH3:62])([CH3:46])[CH3:41])=O)CC=2)[O:43]1.C([O-])([O-])=[O:64].[K+].[K+].[OH2:69]. Given the product [CH3:31][N:15]1[C:12]2=[N:13][CH:14]=[C:9]([N+:8]([O-:64])=[O:69])[C:10]([C:32]([F:34])([F:33])[F:35])=[C:11]2[C:17]([C:18]2[CH2:19][CH2:20][N:21]([C:24]([O:43][C:42]([CH3:62])([CH3:46])[CH3:41])=[O:25])[CH2:22][CH:23]=2)=[CH:16]1, predict the reactants needed to synthesize it. (8) Given the product [Cl:1][C:2]([Cl:7])([Cl:6])[C:3]([C:10]1[N:11]2[CH:16]=[CH:15][CH:14]=[CH:13][C:12]2=[N:8][CH:9]=1)=[O:4], predict the reactants needed to synthesize it. The reactants are: [Cl:1][C:2]([Cl:7])([Cl:6])[C:3](Cl)=[O:4].[N:8]1[CH:9]=[CH:10][N:11]2[CH:16]=[CH:15][CH:14]=[CH:13][C:12]=12.